From a dataset of Full USPTO retrosynthesis dataset with 1.9M reactions from patents (1976-2016). Predict the reactants needed to synthesize the given product. (1) The reactants are: [F:1][C@H:2]1[C@@H:7]([O:8][C:9]2[CH:16]=[CH:15][C:14]([C:17]3[N:22]=[C:21]([NH:23][C:24]4[CH:29]=[CH:28][C:27]([N:30]5[CH2:35][CH2:34][N:33]([CH:36]6[CH2:39][O:38][CH2:37]6)[CH2:32][CH2:31]5)=[CH:26][CH:25]=4)[N:20]=[CH:19][N:18]=3)=[CH:13][C:10]=2[C:11]#[N:12])[CH2:6][CH2:5][NH:4][CH2:3]1.C([N:47]1[CH2:54][C:53]([F:56])([F:55])[CH2:52][C@H:48]1[C:49](O)=[O:50])(OC(C)(C)C)=O.CN(C(ON1N=NC2C=CC=NC1=2)=[N+](C)C)C.F[P-](F)(F)(F)(F)F. Given the product [F:55][C:53]1([F:56])[CH2:54][NH:47][C@@H:48]([C:49]([N:4]2[CH2:5][CH2:6][C@H:7]([O:8][C:9]3[CH:16]=[CH:15][C:14]([C:17]4[N:22]=[C:21]([NH:23][C:24]5[CH:29]=[CH:28][C:27]([N:30]6[CH2:31][CH2:32][N:33]([CH:36]7[CH2:39][O:38][CH2:37]7)[CH2:34][CH2:35]6)=[CH:26][CH:25]=5)[N:20]=[CH:19][N:18]=4)=[CH:13][C:10]=3[C:11]#[N:12])[C@H:2]([F:1])[CH2:3]2)=[O:50])[CH2:52]1, predict the reactants needed to synthesize it. (2) Given the product [N:10]1([C:8]([C:5]2[CH:6]=[CH:7][C:2]([C:21]#[C:20][Si:17]([CH3:19])([CH3:18])[CH3:16])=[CH:3][CH:4]=2)=[O:9])[CH2:15][CH2:14][O:13][CH2:12][CH2:11]1, predict the reactants needed to synthesize it. The reactants are: I[C:2]1[CH:7]=[CH:6][C:5]([C:8]([N:10]2[CH2:15][CH2:14][O:13][CH2:12][CH2:11]2)=[O:9])=[CH:4][CH:3]=1.[CH3:16][Si:17]([C:20]#[CH:21])([CH3:19])[CH3:18].C(NC(C)C)(C)C. (3) Given the product [CH3:1][C:2]([CH3:8])([CH2:6][CH3:7])[CH2:3][CH:4]1[CH2:5][O:17]1, predict the reactants needed to synthesize it. The reactants are: [CH3:1][C:2]([CH3:8])([CH2:6][CH3:7])[CH2:3][CH:4]=[CH2:5].C1C=C(Cl)C=C(C(OO)=[O:17])C=1.